From a dataset of Full USPTO retrosynthesis dataset with 1.9M reactions from patents (1976-2016). Predict the reactants needed to synthesize the given product. (1) Given the product [Cl:1][C:2]1[CH:3]=[CH:4][C:5]([CH3:14])=[C:6]([CH2:8][C@@H:9]([NH2:11])[CH3:10])[CH:7]=1, predict the reactants needed to synthesize it. The reactants are: [Cl:1][C:2]1[CH:3]=[CH:4][C:5]([CH3:14])=[C:6]([CH2:8][C@@H:9]([N:11]=[N+]=[N-])[CH3:10])[CH:7]=1. (2) The reactants are: Cl[C:2]1[C:9]([Cl:10])=[CH:8][C:7]([N+:11]([O-:13])=[O:12])=[CH:6][C:3]=1[CH:4]=O.[SH:14][CH2:15][C:16]([O:18][CH3:19])=[O:17].[OH-].[K+]. Given the product [CH3:19][O:18][C:16]([C:15]1[S:14][C:2]2[C:9]([Cl:10])=[CH:8][C:7]([N+:11]([O-:13])=[O:12])=[CH:6][C:3]=2[CH:4]=1)=[O:17], predict the reactants needed to synthesize it. (3) The reactants are: [N:1]1([CH2:6][CH2:7][CH2:8]O)[CH:5]=[CH:4][N:3]=[CH:2]1.[Br-:10].[Br-].C1(P(C2C=CC=CC=2)C2C=CC=CC=2)C=CC=CC=1. Given the product [Br:10][CH2:8][CH2:7][CH2:6][N:1]1[CH:5]=[CH:4][N:3]=[CH:2]1, predict the reactants needed to synthesize it. (4) Given the product [N+:43]([C:36]1[CH:35]=[C:34]([C:27]2[C:28]([I:33])=[CH:29][C:30]([I:32])=[CH:31][C:26]=2[I:25])[CH:39]=[CH:38][C:37]=1[C:40]([C:5]1([O:19][C@H:18]([CH2:20][O:21][C:22](=[O:24])[CH3:23])[C@@H:13]([O:14][C:15](=[O:17])[CH3:16])[C@H:8]([O:9][C:10](=[O:12])[CH3:11])[C@H:6]1[NH2:7])[O:4][C:1](=[O:3])[CH3:2])=[O:41])([O-:45])=[O:44], predict the reactants needed to synthesize it. The reactants are: [C:1]([O:4][CH:5]1[O:19][C@H:18]([CH2:20][O:21][C:22](=[O:24])[CH3:23])[C@@H:13]([O:14][C:15](=[O:17])[CH3:16])[C@H:8]([O:9][C:10](=[O:12])[CH3:11])[C@H:6]1[NH2:7])(=[O:3])[CH3:2].[I:25][C:26]1[CH:31]=[C:30]([I:32])[CH:29]=[C:28]([I:33])[C:27]=1[C:34]1[CH:39]=[CH:38][C:37]([C:40](Cl)=[O:41])=[C:36]([N+:43]([O-:45])=[O:44])[CH:35]=1. (5) Given the product [CH3:22][C:21]1[C:16]([N:13]2[CH2:14][CH2:15][N:10]([C:8]([C:5]3[N:6]=[CH:7][C:2]([N:26]4[C@H:25]([CH3:24])[CH2:29][O:28][C:27]4=[O:30])=[CH:3][CH:4]=3)=[O:9])[CH2:11][CH2:12]2)=[N:17][CH:18]=[C:19]([CH3:23])[CH:20]=1, predict the reactants needed to synthesize it. The reactants are: Br[C:2]1[CH:3]=[CH:4][C:5]([C:8]([N:10]2[CH2:15][CH2:14][N:13]([C:16]3[C:21]([CH3:22])=[CH:20][C:19]([CH3:23])=[CH:18][N:17]=3)[CH2:12][CH2:11]2)=[O:9])=[N:6][CH:7]=1.[CH3:24][C@@H:25]1[CH2:29][O:28][C:27](=[O:30])[NH:26]1. (6) The reactants are: [Cl:1][C:2]1[C:3]2[N:4]([C:8]([CH:27]3[CH2:30][CH2:29][CH2:28]3)=[N:9][C:10]=2[C:11]2[CH:20]=[C:19]3[C:14]([CH:15]=[CH:16][C:17]([C:21]4[CH:26]=[CH:25][CH:24]=[CH:23][CH:22]=4)=[N:18]3)=[CH:13][CH:12]=2)[CH:5]=[CH:6][N:7]=1.C1C=C(Cl)C=C(C(OO)=[O:39])C=1. Given the product [Cl:1][C:2]1[C:3]2[N:4]([C:8]([CH:27]3[CH2:30][CH2:29][CH2:28]3)=[N:9][C:10]=2[C:11]2[CH:20]=[C:19]3[C:14]([CH:15]=[CH:16][C:17]([C:21]4[CH:26]=[CH:25][CH:24]=[CH:23][CH:22]=4)=[N+:18]3[O-:39])=[CH:13][CH:12]=2)[CH:5]=[CH:6][N:7]=1, predict the reactants needed to synthesize it.